The task is: Predict the reactants needed to synthesize the given product.. This data is from Full USPTO retrosynthesis dataset with 1.9M reactions from patents (1976-2016). Given the product [F:26][C:16]1([F:15])[O:20][C:19]2[CH:21]=[CH:22][C:23]([NH:25][CH2:10][CH2:9][C:6]3[CH:7]=[CH:8][C:3]([C:2]([F:14])([F:13])[F:1])=[CH:4][CH:5]=3)=[CH:24][C:18]=2[O:17]1, predict the reactants needed to synthesize it. The reactants are: [F:1][C:2]([F:14])([F:13])[C:3]1[CH:8]=[CH:7][C:6]([CH2:9][C:10](O)=O)=[CH:5][CH:4]=1.[F:15][C:16]1([F:26])[O:20][C:19]2[CH:21]=[CH:22][C:23]([NH2:25])=[CH:24][C:18]=2[O:17]1.